Task: Predict which catalyst facilitates the given reaction.. Dataset: Catalyst prediction with 721,799 reactions and 888 catalyst types from USPTO (1) Reactant: Br[CH2:2][C:3]([C:5]1[CH:13]=[CH:12][CH:11]=[C:10]2[C:6]=1[C:7]1([C:27]3[C:18](=[CH:19][C:20]4[O:25][CH2:24][CH2:23][O:22][C:21]=4[CH:26]=3)[O:17][CH2:16]1)[C:8](=[O:15])[N:9]2[CH3:14])=O.[C:28]([NH2:31])(=[S:30])[CH3:29]. Product: [CH3:14][N:9]1[C:10]2[C:6](=[C:5]([C:3]3[N:31]=[C:28]([CH3:29])[S:30][CH:2]=3)[CH:13]=[CH:12][CH:11]=2)[C:7]2([C:27]3[C:18](=[CH:19][C:20]4[O:25][CH2:24][CH2:23][O:22][C:21]=4[CH:26]=3)[O:17][CH2:16]2)[C:8]1=[O:15]. The catalyst class is: 12. (2) Reactant: [C:1]([O:5][C:6]([N:8]1[CH2:12][CH:11]=[CH:10][CH2:9]1)=[O:7])([CH3:4])([CH3:3])[CH3:2].C1C=C(Cl)C=C(C(OO)=[O:21])C=1. Product: [C:1]([O:5][C:6]([N:8]1[CH2:12][CH:11]2[CH:10]([O:21]2)[CH2:9]1)=[O:7])([CH3:4])([CH3:2])[CH3:3]. The catalyst class is: 2. (3) Reactant: [CH3:1][O:2][C:3]1[CH:4]=[CH:5][C:6]([N:15]([CH:23]2[CH2:28][CH2:27][NH:26][CH2:25][CH2:24]2)[CH2:16][C:17]2[CH:18]=[N:19][CH:20]=[CH:21][CH:22]=2)=[N:7][C:8]=1[O:9][C@@H:10]1[CH2:14][CH2:13][O:12][CH2:11]1.[C:29]1([S:35](Cl)(=[O:37])=[O:36])[CH:34]=[CH:33][CH:32]=[CH:31][CH:30]=1. Product: [C:29]1([S:35]([N:26]2[CH2:27][CH2:28][CH:23]([N:15]([CH2:16][C:17]3[CH:18]=[N:19][CH:20]=[CH:21][CH:22]=3)[C:6]3[CH:5]=[CH:4][C:3]([O:2][CH3:1])=[C:8]([O:9][C@@H:10]4[CH2:14][CH2:13][O:12][CH2:11]4)[N:7]=3)[CH2:24][CH2:25]2)(=[O:37])=[O:36])[CH:34]=[CH:33][CH:32]=[CH:31][CH:30]=1. The catalyst class is: 272. (4) Product: [Br:12][C:9]1[CH:10]=[CH:11][C:2]([OH:1])=[C:3]([CH:8]=1)[C:4]([O:6][CH3:7])=[O:5]. The catalyst class is: 452. Reactant: [OH:1][C:2]1[CH:11]=[CH:10][CH:9]=[CH:8][C:3]=1[C:4]([O:6][CH3:7])=[O:5].[Br:12]Br. (5) Reactant: [F:1][C:2]1[CH:7]=[CH:6][C:5]([S:8]([C:11]2[C:16]([CH2:17][C:18]3[C:26]4[C:25](=[O:27])[CH2:24][C:23]([CH3:29])([CH3:28])[CH2:22][C:21]=4[NH:20][C:19]=3[CH3:30])=[CH:15][CH:14]=[CH:13][N:12]=2)(=[O:10])=[O:9])=[CH:4][CH:3]=1.Br[CH2:32][C:33]([O:35][CH2:36][CH3:37])=[O:34].[I-].[K+].C(=O)([O-])[O-].[K+].[K+]. Product: [F:1][C:2]1[CH:7]=[CH:6][C:5]([S:8]([C:11]2[C:16]([CH2:17][C:18]3[C:26]4[C:25](=[O:27])[CH2:24][C:23]([CH3:28])([CH3:29])[CH2:22][C:21]=4[N:20]([CH2:32][C:33]([O:35][CH2:36][CH3:37])=[O:34])[C:19]=3[CH3:30])=[CH:15][CH:14]=[CH:13][N:12]=2)(=[O:9])=[O:10])=[CH:4][CH:3]=1. The catalyst class is: 47. (6) Reactant: [C:1]([CH:3]([CH:7]1[C:11]([Cl:12])=[C:10](Cl)C(=O)O1)[C:4]([NH2:6])=[O:5])#[N:2].Cl.[NH2:16][CH2:17][C:18]1[CH:23]=[C:22]([Cl:24])[CH:21]=[CH:20][C:19]=1[S:25]([NH2:28])(=[O:27])=[O:26].C(=O)([O-])[O-].[K+].[K+]. Product: [ClH:12].[Cl:12][C:11]1[CH:7]=[C:3]([C:4]([NH2:6])=[O:5])[C:1](=[NH:2])[N:16]([CH2:17][C:18]2[CH:23]=[C:22]([Cl:24])[CH:21]=[CH:20][C:19]=2[S:25](=[O:26])(=[O:27])[NH2:28])[CH:10]=1. The catalyst class is: 8. (7) Reactant: C([O:8][C:9]1[C:10]([NH:15][C:16]2[S:17][CH:18]=[C:19]([CH3:21])[N:20]=2)=[N:11][CH:12]=[CH:13][CH:14]=1)C1C=CC=CC=1.C(=O)(O)[O-].[Na+]. Product: [CH3:21][C:19]1[N:20]=[C:16]([NH:15][C:10]2[C:9]([OH:8])=[CH:14][CH:13]=[CH:12][N:11]=2)[S:17][CH:18]=1. The catalyst class is: 33. (8) Reactant: I[C:2]1[N:11]=[C:10]2[N:4]([CH2:5][CH2:6][C:7]3[CH:23]=[CH:22][CH:21]=[CH:20][C:8]=3[CH:9]2[O:12][CH:13]2[CH2:18][CH2:17][N:16]([CH3:19])[CH2:15][CH2:14]2)[CH:3]=1.[CH2:24]([Sn](CCCC)(CCCC)CCCC)[C:25](=[CH2:27])[CH3:26].[Li+].[Cl-].[F-].[K+]. The catalyst class is: 339. Product: [CH3:26][C:25](=[CH2:24])[CH2:27][C:2]1[N:11]=[C:10]2[N:4]([CH2:5][CH2:6][C:7]3[CH:23]=[CH:22][CH:21]=[CH:20][C:8]=3[CH:9]2[O:12][CH:13]2[CH2:18][CH2:17][N:16]([CH3:19])[CH2:15][CH2:14]2)[CH:3]=1. (9) Reactant: F[C:2]1[C:7]([C:8]([F:11])([F:10])[F:9])=[CH:6][CH:5]=[CH:4][C:3]=1[C:12]([C:14]1[CH:19]=[CH:18][C:17]([O:20][CH3:21])=[CH:16][CH:15]=1)=O.O.[NH2:23][NH2:24].CCOC(C)=O.Cl. Product: [CH3:21][O:20][C:17]1[CH:18]=[CH:19][C:14]([C:12]2[C:3]3[C:2](=[C:7]([C:8]([F:11])([F:10])[F:9])[CH:6]=[CH:5][CH:4]=3)[NH:24][N:23]=2)=[CH:15][CH:16]=1. The catalyst class is: 537.